The task is: Predict which catalyst facilitates the given reaction.. This data is from Catalyst prediction with 721,799 reactions and 888 catalyst types from USPTO. (1) The catalyst class is: 5. Product: [C:1]1([C@@H:7]([NH:9][C:10](=[O:38])[CH2:11][C@H:12]([OH:37])[CH2:13][C@H:14]([OH:36])/[CH:15]=[CH:16]/[C:17]2[N:18]([CH:33]([CH3:35])[CH3:34])[C:19]3[C:24]([C:25]=2[C:26]2[CH:27]=[CH:28][C:29]([F:32])=[CH:30][CH:31]=2)=[CH:23][CH:22]=[CH:21][CH:20]=3)[CH3:8])[CH:2]=[CH:3][CH:4]=[CH:5][CH:6]=1. Reactant: [C:1]1([C@@H:7]([NH:9][C:10](=[O:38])[CH2:11][C@H:12]([OH:37])[CH2:13][C:14](=[O:36])/[CH:15]=[CH:16]/[C:17]2[N:18]([CH:33]([CH3:35])[CH3:34])[C:19]3[C:24]([C:25]=2[C:26]2[CH:31]=[CH:30][C:29]([F:32])=[CH:28][CH:27]=2)=[CH:23][CH:22]=[CH:21][CH:20]=3)[CH3:8])[CH:6]=[CH:5][CH:4]=[CH:3][CH:2]=1.C1([C@@H](NC(=O)C[C@H](O)C[C@H](O)/C=C/C2C(C3CC3)=NC3C(C=2C2C=CC(F)=CC=2)=CC=CC=3)C)C=CC=CC=1.C1([C@@H](NC(=O)CC(O)CC(O)C=CC2N(C(C)C)C3C(C=2C2C=CC(F)=CC=2)=CC=CC=3)C)C=CC=CC=1.[K+].[Br-]. (2) Reactant: [F:1][C@H:2]1[CH2:6][CH2:5][N:4](C(OC(C)(C)C)=O)[C@@H:3]1[C:14](=[O:34])[NH:15][CH2:16][C:17]1[CH:22]=[C:21]([C:23]2[CH:28]=[CH:27][C:26]([C:29]([F:32])([F:31])[F:30])=[C:25]([F:33])[CH:24]=2)[N:20]=[CH:19][N:18]=1.[ClH:35]. Product: [ClH:35].[F:1][C@H:2]1[CH2:6][CH2:5][NH:4][C@@H:3]1[C:14]([NH:15][CH2:16][C:17]1[CH:22]=[C:21]([C:23]2[CH:28]=[CH:27][C:26]([C:29]([F:31])([F:32])[F:30])=[C:25]([F:33])[CH:24]=2)[N:20]=[CH:19][N:18]=1)=[O:34]. The catalyst class is: 12. (3) Reactant: CCOC(/N=N/C(OCC)=O)=O.C([O:15][C:16]([C:18]1[NH:19][C:20]2[C:25]([CH:26]=1)=[C:24]([OH:27])[CH:23]=[CH:22][CH:21]=2)=[O:17])C.[C:45]1(P([C:41]2[CH:46]=[CH:45][CH:44]=CC=2)[C:45]2[CH:44]=CC=[CH:41][CH:46]=2)[CH:44]=CC=[CH:41][CH:46]=1.C1(CO)CC1. Product: [CH:46]1([CH2:41][O:27][C:24]2[CH:23]=[CH:22][CH:21]=[C:20]3[C:25]=2[CH:26]=[C:18]([C:16]([OH:15])=[O:17])[NH:19]3)[CH2:44][CH2:45]1. The catalyst class is: 1. (4) Reactant: Br[C:2]1[CH:9]=[CH:8][C:5]([CH:6]=[O:7])=[CH:4][CH:3]=1.[NH:10]1[C:18]2[C:13](=[CH:14][CH:15]=[C:16](B(O)O)[CH:17]=2)[CH:12]=[CH:11]1.C(=O)([O-])[O-].[K+].[K+]. Product: [NH:10]1[C:18]2[C:13](=[CH:14][CH:15]=[C:16]([C:2]3[CH:9]=[CH:8][C:5]([CH:6]=[O:7])=[CH:4][CH:3]=3)[CH:17]=2)[CH:12]=[CH:11]1. The catalyst class is: 872. (5) Reactant: [CH:1]([C:4]1[CH:5]=[C:6]([CH:10]=[C:11]([CH:15]([CH3:17])[CH3:16])[C:12]=1[O:13][CH3:14])[C:7]([OH:9])=O)([CH3:3])[CH3:2].C(Cl)(=O)C(Cl)=O.[Sn].[Cl-].[CH2:26]([C:33]1[O:34][C:35]([CH3:39])=[C:36]([CH3:38])[CH:37]=1)[C:27]1[CH:32]=[CH:31][CH:30]=[CH:29][CH:28]=1. Product: [CH2:26]([C:33]1[O:34][C:35]([CH3:39])=[C:36]([CH3:38])[C:37]=1[C:7]([C:6]1[CH:10]=[C:11]([CH:15]([CH3:17])[CH3:16])[C:12]([O:13][CH3:14])=[C:4]([CH:1]([CH3:2])[CH3:3])[CH:5]=1)=[O:9])[C:27]1[CH:28]=[CH:29][CH:30]=[CH:31][CH:32]=1. The catalyst class is: 306. (6) Reactant: Br[C:2]1[C:3]2[O:12][C:11]([CH2:13][N:14]3[CH2:19][CH2:18][N:17]([S:20]([CH3:23])(=[O:22])=[O:21])[CH2:16][CH2:15]3)=[CH:10][C:4]=2[C:5](=[O:9])[N:6]([CH3:8])[CH:7]=1.IC1C(=O)N(C)C=C(I)C=1OC.CC1(C)C(C)(C)OB([C:44]2[CH:49]=[CH:48][N:47]=[C:46]([NH:50][C:51](=[O:53])[CH3:52])[CH:45]=2)O1.C(=O)([O-])[O-].[K+].[K+]. Product: [CH3:8][N:6]1[CH:7]=[C:2]([C:44]2[CH:49]=[CH:48][N:47]=[C:46]([NH:50][C:51](=[O:53])[CH3:52])[CH:45]=2)[C:3]2[O:12][C:11]([CH2:13][N:14]3[CH2:19][CH2:18][N:17]([S:20]([CH3:23])(=[O:22])=[O:21])[CH2:16][CH2:15]3)=[CH:10][C:4]=2[C:5]1=[O:9]. The catalyst class is: 694.